From a dataset of Full USPTO retrosynthesis dataset with 1.9M reactions from patents (1976-2016). Predict the reactants needed to synthesize the given product. Given the product [F:1][C:2]1[CH:3]=[C:4]2[C:9](=[CH:10][C:11]=1[N:12]1[CH2:13][CH2:14][O:15][CH2:16][CH2:17]1)[N:8]([CH:18]([C:20]1[CH:21]=[CH:22][C:23]([C:26]([F:29])([F:27])[F:28])=[CH:24][CH:25]=1)[CH3:19])[CH:7]=[C:6]([C:30]1[N:45]=[C:33]([C:34]([C:37]3[CH:42]=[CH:41][C:40]([F:43])=[CH:39][CH:38]=3)([CH3:36])[CH3:35])[O:32][N:31]=1)[C:5]2=[O:46], predict the reactants needed to synthesize it. The reactants are: [F:1][C:2]1[CH:3]=[C:4]2[C:9](=[CH:10][C:11]=1[N:12]1[CH2:17][CH2:16][O:15][CH2:14][CH2:13]1)[N:8]([CH:18]([C:20]1[CH:25]=[CH:24][C:23]([C:26]([F:29])([F:28])[F:27])=[CH:22][CH:21]=1)[CH3:19])[CH:7]=[C:6]([C:30](=[NH:45])[NH:31][O:32][C:33](=O)[C:34]([C:37]1[CH:42]=[CH:41][C:40]([F:43])=[CH:39][CH:38]=1)([CH3:36])[CH3:35])[C:5]2=[O:46].